This data is from Forward reaction prediction with 1.9M reactions from USPTO patents (1976-2016). The task is: Predict the product of the given reaction. (1) Given the reactants F[C:2]1[C:3]([CH3:22])=[N:4][C:5]2[C:10]([N:11]=1)=[C:9]([C:12]1[NH:21][C:15]3[N:16]=[CH:17][NH:18][C:19](=[O:20])[C:14]=3[CH:13]=1)[CH:8]=[CH:7][CH:6]=2.[CH:23]1([NH2:27])[CH2:26][CH2:25][CH2:24]1, predict the reaction product. The product is: [CH:23]1([NH:27][C:2]2[C:3]([CH3:22])=[N:4][C:5]3[C:10]([N:11]=2)=[C:9]([C:12]2[NH:21][C:15]4[N:16]=[CH:17][NH:18][C:19](=[O:20])[C:14]=4[CH:13]=2)[CH:8]=[CH:7][CH:6]=3)[CH2:26][CH2:25][CH2:24]1. (2) Given the reactants [F:1][C:2]([F:20])([F:19])[S:3]([NH:6][C:7]1[CH:18]=[CH:17][C:10]2[S:11][C:12]([C:14]([OH:16])=[O:15])=[CH:13][C:9]=2[CH:8]=1)(=[O:5])=[O:4].S(=O)(=O)(O)O.[CH3:26]O.O, predict the reaction product. The product is: [F:20][C:2]([F:1])([F:19])[S:3]([NH:6][C:7]1[CH:18]=[CH:17][C:10]2[S:11][C:12]([C:14]([O:16][CH3:26])=[O:15])=[CH:13][C:9]=2[CH:8]=1)(=[O:5])=[O:4]. (3) Given the reactants [H-].[Na+].[CH:3]([SH:6])([CH3:5])[CH3:4].[H][H].Cl[C:10]1[CH:15]=[C:14]([C:16]2[C:21]([Cl:22])=[CH:20][C:19]([C:23]([F:26])([F:25])[F:24])=[CH:18][C:17]=2[Cl:27])[CH:13]=[CH:12][C:11]=1[N+:28]([O-:30])=[O:29], predict the reaction product. The product is: [CH:3]([S:6][C:12]1[CH:13]=[C:14]([C:16]2[C:21]([Cl:22])=[CH:20][C:19]([C:23]([F:26])([F:24])[F:25])=[CH:18][C:17]=2[Cl:27])[CH:15]=[CH:10][C:11]=1[N+:28]([O-:30])=[O:29])([CH3:5])[CH3:4]. (4) Given the reactants [NH2:1][C:2]1[C:10]([Cl:11])=[C:9]([CH2:12][N:13]2[CH2:17][CH2:16][C@H:15]([CH2:18][N:19]([C:21]([O:23][C:24]([CH3:27])([CH3:26])[CH3:25])=[O:22])[CH3:20])[CH2:14]2)[C:8]([C:28]([F:31])([F:30])[F:29])=[CH:7][C:3]=1[C:4]([OH:6])=O.Cl.[Cl:33][C:34]1[CH:35]=[CH:36][C:37]([S:42]([CH2:45][CH3:46])(=[O:44])=[O:43])=[C:38]([CH2:40][NH2:41])[CH:39]=1, predict the reaction product. The product is: [NH2:1][C:2]1[C:10]([Cl:11])=[C:9]([CH2:12][N:13]2[CH2:17][CH2:16][C@H:15]([CH2:18][N:19]([CH3:20])[C:21](=[O:22])[O:23][C:24]([CH3:27])([CH3:26])[CH3:25])[CH2:14]2)[C:8]([C:28]([F:29])([F:31])[F:30])=[CH:7][C:3]=1[C:4](=[O:6])[NH:41][CH2:40][C:38]1[CH:39]=[C:34]([Cl:33])[CH:35]=[CH:36][C:37]=1[S:42]([CH2:45][CH3:46])(=[O:44])=[O:43]. (5) Given the reactants [Cl:1][C:2]1[CH:7]=[C:6](C)C=[C:4]([Cl:9])[C:3]=1O.[C:11]1(=O)[O:15][CH2:14][CH2:13][O:12]1.N1C=CN=[CH:18]1, predict the reaction product. The product is: [Cl:9][C:4]1[CH2:3][C:2]([Cl:1])([CH3:18])[CH:7]=[CH:6][C:11]=1[O:12][CH2:13][CH2:14][OH:15]. (6) Given the reactants C[O:2][C:3]([C:5]1[N:6]=[CH:7][N:8]([C:10]2[CH:15]=[CH:14][C:13]([C:16]#[N:17])=[CH:12][C:11]=2[F:18])[CH:9]=1)=[O:4].[OH-].[Na+], predict the reaction product. The product is: [C:16]([C:13]1[CH:14]=[CH:15][C:10]([N:8]2[CH:9]=[C:5]([C:3]([OH:4])=[O:2])[N:6]=[CH:7]2)=[C:11]([F:18])[CH:12]=1)#[N:17]. (7) Given the reactants C(=O)([O-])[O-].[K+].[K+].O.Cl[C:9]1[CH:14]=[C:13]([CH2:15][CH2:16][CH3:17])[N:12]=[C:11]([S:18]([CH3:21])(=[O:20])=[O:19])[N:10]=1.[CH:22]([C:25]1[CH:26]=[C:27](B(O)O)[CH:28]=[CH:29][CH:30]=1)([CH3:24])[CH3:23], predict the reaction product. The product is: [CH:22]([C:25]1[CH:30]=[C:29]([C:9]2[CH:14]=[C:13]([CH2:15][CH2:16][CH3:17])[N:12]=[C:11]([S:18]([CH3:21])(=[O:20])=[O:19])[N:10]=2)[CH:28]=[CH:27][CH:26]=1)([CH3:24])[CH3:23].